This data is from Full USPTO retrosynthesis dataset with 1.9M reactions from patents (1976-2016). The task is: Predict the reactants needed to synthesize the given product. (1) The reactants are: [C:1]([C:5]1[N:10]=[CH:9][C:8]([C:11]2[N:12]([C:32]([N:34]3[CH2:39][CH2:38][CH:37]([CH2:40][C:41](O)=[O:42])[CH2:36][CH2:35]3)=[O:33])[C@@:13]([C:25]3[CH:30]=[CH:29][C:28]([Cl:31])=[CH:27][CH:26]=3)([CH3:24])[C@@:14]([C:17]3[CH:22]=[CH:21][C:20]([Cl:23])=[CH:19][CH:18]=3)([CH3:16])[N:15]=2)=[C:7]([O:44][CH2:45][CH3:46])[CH:6]=1)([CH3:4])([CH3:3])[CH3:2].[F:47][C:48]1[CH:55]=[CH:54][C:53]([F:56])=[CH:52][C:49]=1[CH2:50][NH2:51]. Given the product [C:1]([C:5]1[N:10]=[CH:9][C:8]([C:11]2[N:12]([C:32]([N:34]3[CH2:39][CH2:38][CH:37]([CH2:40][C:41]([NH:51][CH2:50][C:49]4[CH:52]=[C:53]([F:56])[CH:54]=[CH:55][C:48]=4[F:47])=[O:42])[CH2:36][CH2:35]3)=[O:33])[C@@:13]([C:25]3[CH:30]=[CH:29][C:28]([Cl:31])=[CH:27][CH:26]=3)([CH3:24])[C@@:14]([C:17]3[CH:18]=[CH:19][C:20]([Cl:23])=[CH:21][CH:22]=3)([CH3:16])[N:15]=2)=[C:7]([O:44][CH2:45][CH3:46])[CH:6]=1)([CH3:2])([CH3:3])[CH3:4], predict the reactants needed to synthesize it. (2) Given the product [Cl:29][C:26]1[CH:27]=[CH:28][C:23]([S:22][CH2:44][C:45]2[CH:50]=[CH:49][CH:48]=[C:47]([O:51][CH3:52])[CH:46]=2)=[C:24]([NH:30][S:31]([C:34]2[O:35][C:36]3[CH:42]=[CH:41][CH:40]=[CH:39][C:37]=3[CH:38]=2)(=[O:32])=[O:33])[CH:25]=1, predict the reactants needed to synthesize it. The reactants are: [Cl:29][C:26]1[CH:27]=[CH:28][C:23]([S:22][S:22][C:23]2[CH:28]=[CH:27][C:26]([Cl:29])=[CH:25][C:24]=2[NH:30][S:31]([C:34]2[O:35][C:36]3[CH:42]=[CH:41][CH:40]=[CH:39][C:37]=3[CH:38]=2)(=[O:33])=[O:32])=[C:24]([NH:30][S:31]([C:34]2[O:35][C:36]3[CH:42]=[CH:41][CH:40]=[CH:39][C:37]=3[CH:38]=2)(=[O:33])=[O:32])[CH:25]=1.Br[CH2:44][C:45]1[CH:50]=[CH:49][CH:48]=[C:47]([O:51][CH3:52])[CH:46]=1. (3) Given the product [CH3:19][O:18][C:16](=[O:17])[CH2:15][O:14][C:12]1[CH:11]=[CH:10][C:9]([F:20])=[C:8]2[C:13]=1[C:4]([O:3][CH:2]([F:33])[F:1])=[C:5]([CH2:23][C:24]1[CH:29]=[CH:28][C:27]([N:39]3[CH:38]=[C:37]([CH:34]4[CH2:36][CH2:35]4)[CH:41]=[N:40]3)=[CH:26][CH:25]=1)[C:6]([CH2:21][CH3:22])=[N:7]2, predict the reactants needed to synthesize it. The reactants are: [F:1][CH:2]([F:33])[O:3][C:4]1[C:13]2[C:8](=[C:9]([F:20])[CH:10]=[CH:11][C:12]=2[O:14][CH2:15][C:16]([O:18][CH3:19])=[O:17])[N:7]=[C:6]([CH2:21][CH3:22])[C:5]=1[CH2:23][C:24]1[CH:29]=[CH:28][C:27](B(O)O)=[CH:26][CH:25]=1.[CH:34]1([C:37]2[CH:38]=[N:39][NH:40][CH:41]=2)[CH2:36][CH2:35]1.N1C=CC=CC=1. (4) Given the product [CH3:1][C@H:2]([C@H:6]1[C@H:8]([CH2:9][C@H:10]2[CH2:15][O:14][C@@H:13]([CH2:16]/[C:17](/[CH3:33])=[CH:18]/[C:19]([O:21][CH2:22][CH2:23][CH2:24][CH2:25][CH2:26][CH2:27][CH2:28][CH2:29][C:30]([O-:32])=[O:31])=[O:20])[C@H:12]([OH:34])[C@@H:11]2[OH:35])[O:7]1)[C@H:3]([CH3:5])[OH:4].[CH3:36][C@H:37]([C@H:41]1[C@H:43]([CH2:44][C@H:45]2[CH2:50][O:49][C@@H:48]([CH2:51]/[C:52](/[CH3:68])=[CH:53]/[C:54]([O:56][CH2:57][CH2:58][CH2:59][CH2:60][CH2:61][CH2:62][CH2:63][CH2:64][C:65]([O-:67])=[O:66])=[O:55])[C@H:47]([OH:69])[C@@H:46]2[OH:70])[O:42]1)[C@H:38]([CH3:40])[OH:39].[OH2:4].[OH2:4].[Ca+2:71], predict the reactants needed to synthesize it. The reactants are: [CH3:1][C@H:2]([C@H:6]1[C@H:8]([CH2:9][C@H:10]2[CH2:15][O:14][C@@H:13]([CH2:16]/[C:17](/[CH3:33])=[CH:18]/[C:19]([O:21][CH2:22][CH2:23][CH2:24][CH2:25][CH2:26][CH2:27][CH2:28][CH2:29][C:30]([O-:32])=[O:31])=[O:20])[C@H:12]([OH:34])[C@@H:11]2[OH:35])[O:7]1)[C@H:3]([CH3:5])[OH:4].[CH3:36][C@H:37]([C@H:41]1[C@H:43]([CH2:44][C@H:45]2[CH2:50][O:49][C@@H:48]([CH2:51]/[C:52](/[CH3:68])=[CH:53]/[C:54]([O:56][CH2:57][CH2:58][CH2:59][CH2:60][CH2:61][CH2:62][CH2:63][CH2:64][C:65]([O-:67])=[O:66])=[O:55])[C@H:47]([OH:69])[C@@H:46]2[OH:70])[O:42]1)[C@H:38]([CH3:40])[OH:39].[Ca+2:71]. (5) The reactants are: C(Cl)CCl.Cl.[N:6]1[C:11]2[NH:12][CH2:13][CH2:14][O:15][CH2:16][C:10]=2[CH:9]=[C:8]([C:17](=[CH2:21])C(O)=O)[CH:7]=1.C1C=CC2N([OH:31])N=NC=2C=1.CNC[C:35]1[O:36][C:37]2[CH:44]=[CH:43][CH:42]=[CH:41][C:38]=2[C:39]=1C.[CH2:45]([N:47]([CH:51](C)C)[CH:48]([CH3:50])C)C. Given the product [CH3:51][N:47]([CH2:48][C:50]1[O:36][C:37]2[CH:44]=[CH:43][CH:42]=[CH:41][C:38]=2[C:39]=1[CH3:35])[C:45](=[O:31])[CH:21]=[CH:17][C:8]1[CH:7]=[N:6][C:11]2[NH:12][CH2:13][CH2:14][O:15][CH2:16][C:10]=2[CH:9]=1, predict the reactants needed to synthesize it. (6) Given the product [NH2:1][C:2]1[C:7]([O:8][CH2:9][CH:10]2[CH2:15][CH2:14][N:13]([C:16]3[N:21]=[C:20]([O:39][C@H:37]([CH3:38])[CH2:36][O:35][CH3:34])[N:19]=[C:18]([C:23]([NH:25][CH2:26][CH3:27])=[O:24])[CH:17]=3)[CH2:12][CH2:11]2)=[CH:6][C:5]([C:28]2[N:32]([CH3:33])[CH:31]=[N:30][CH:29]=2)=[CH:4][N:3]=1, predict the reactants needed to synthesize it. The reactants are: [NH2:1][C:2]1[C:7]([O:8][CH2:9][CH:10]2[CH2:15][CH2:14][N:13]([C:16]3[N:21]=[C:20](Cl)[N:19]=[C:18]([C:23]([NH:25][CH2:26][CH3:27])=[O:24])[CH:17]=3)[CH2:12][CH2:11]2)=[CH:6][C:5]([C:28]2[N:32]([CH3:33])[CH:31]=[N:30][CH:29]=2)=[CH:4][N:3]=1.[CH3:34][O:35][CH2:36][C@H:37]([OH:39])[CH3:38].C[Si]([N-][Si](C)(C)C)(C)C.[K+].O. (7) Given the product [Br:1][C:2]1[CH:3]=[CH:4][C:5]([O:10][CH2:11][C:12]2([CH2:16][CH3:17])[CH2:15][O:14][CH2:13]2)=[C:6]([CH:7]=[N:35][C:33]([O:42][Si:19]([CH3:21])([CH3:20])[CH3:18])=[CH2:34])[CH:9]=1, predict the reactants needed to synthesize it. The reactants are: [Br:1][C:2]1[CH:3]=[CH:4][C:5]([O:10][CH2:11][C:12]2([CH2:16][CH3:17])[CH2:15][O:14][CH2:13]2)=[C:6]([CH:9]=1)[CH:7]=O.[CH3:18][Si:19]([N-][Si:19]([CH3:21])([CH3:20])[CH3:18])([CH3:21])[CH3:20].[Li+].C[Si](Cl)(C)C.[CH2:33]([N:35](CC)CC)[CH3:34].C(Cl)(=[O:42])C. (8) Given the product [Br-:1].[S:4]1[CH:5]=[CH:6][CH:7]=[C:3]1[CH2:2][P+:12]([CH2:13][CH2:14][CH2:15][CH3:16])([CH2:17][CH2:18][CH2:19][CH3:20])[CH2:8][CH2:9][CH2:10][CH3:11], predict the reactants needed to synthesize it. The reactants are: [Br:1][CH2:2][C:3]1[S:4][CH:5]=[CH:6][CH:7]=1.[CH2:8]([P:12]([CH2:17][CH2:18][CH2:19][CH3:20])[CH2:13][CH2:14][CH2:15][CH3:16])[CH2:9][CH2:10][CH3:11]. (9) Given the product [Br:27][C:28]1[CH:29]=[N:30][CH:31]=[C:32]([Cl:35])[C:33]=1[NH:3][C:4]1[C:13]2[C:8](=[C:9]([O:16][CH:17]3[CH2:21][CH2:20][CH2:19][CH2:18]3)[C:10]([O:14][CH3:15])=[CH:11][CH:12]=2)[O:7][C:6](=[O:22])[CH:5]=1, predict the reactants needed to synthesize it. The reactants are: [H-].[Na+].[NH2:3][C:4]1[C:13]2[C:8](=[C:9]([O:16][CH:17]3[CH2:21][CH2:20][CH2:19][CH2:18]3)[C:10]([O:14][CH3:15])=[CH:11][CH:12]=2)[O:7][C:6](=[O:22])[CH:5]=1.CS(C)=O.[Br:27][C:28]1[CH:29]=[N:30][CH:31]=[C:32]([Cl:35])[C:33]=1Cl.